This data is from Full USPTO retrosynthesis dataset with 1.9M reactions from patents (1976-2016). The task is: Predict the reactants needed to synthesize the given product. (1) Given the product [CH2:32]([C:31]1[N:7]=[C:5]([CH2:4][O:3][CH3:2])[NH:6][C:27](=[O:28])[C:26]=1[CH2:25][C:22]1[CH:21]=[CH:20][C:19]([C:14]2[C:13]([C:11]#[N:12])=[CH:18][CH:17]=[CH:16][CH:15]=2)=[CH:24][CH:23]=1)[CH2:33][CH2:34][CH3:35], predict the reactants needed to synthesize it. The reactants are: Cl.[CH3:2][O:3][CH2:4][C:5](=[NH:7])[NH2:6].C[O-].[Na+].[C:11]([C:13]1[CH:18]=[CH:17][CH:16]=[CH:15][C:14]=1[C:19]1[CH:24]=[CH:23][C:22]([CH2:25][CH:26]([C:31](=O)[CH2:32][CH2:33][CH2:34][CH3:35])[C:27](OC)=[O:28])=[CH:21][CH:20]=1)#[N:12]. (2) Given the product [CH2:1]([C:3]1[N:13]([C:14]2[CH:15]=[CH:16][C:17]([CH2:20][CH2:21][NH:22][C:31](=[O:32])[O:33][C:34]3[CH:39]=[CH:38][CH:37]=[CH:36][CH:35]=3)=[CH:18][CH:19]=2)[C:6]2=[N:7][C:8]([CH3:12])=[CH:9][C:10]([CH3:11])=[C:5]2[N:4]=1)[CH3:2], predict the reactants needed to synthesize it. The reactants are: [CH2:1]([C:3]1[N:13]([C:14]2[CH:19]=[CH:18][C:17]([CH2:20][CH2:21][NH2:22])=[CH:16][CH:15]=2)[C:6]2=[N:7][C:8]([CH3:12])=[CH:9][C:10]([CH3:11])=[C:5]2[N:4]=1)[CH3:2].C(N(CC)CC)C.Cl[C:31]([O:33][C:34]1[CH:39]=[CH:38][CH:37]=[CH:36][CH:35]=1)=[O:32]. (3) Given the product [Br:10][CH2:11][CH2:12][CH2:13][CH2:14][C:15]([N:1]1[C:9]2[C:4](=[CH:5][CH:6]=[CH:7][CH:8]=2)[CH2:3][CH2:2]1)=[O:16], predict the reactants needed to synthesize it. The reactants are: [NH:1]1[C:9]2[C:4](=[CH:5][CH:6]=[CH:7][CH:8]=2)[CH2:3][CH2:2]1.[Br:10][CH2:11][CH2:12][CH2:13][CH2:14][C:15](Cl)=[O:16]. (4) Given the product [Cl:28][C:29]1[CH:34]=[CH:33][C:32]([CH2:35][C:36]([N:18]([CH:16]2[CH:15]([C:20]3[CH:25]=[CH:24][C:23]([Cl:26])=[C:22]([Cl:27])[CH:21]=3)[CH2:14][N:13]([C:11]([CH:8]3[CH2:9][CH2:10][N:5]([CH2:4][CH:1]4[CH2:3][CH2:2]4)[CH2:6][CH2:7]3)=[O:12])[CH2:17]2)[CH3:19])=[O:37])=[CH:31][CH:30]=1, predict the reactants needed to synthesize it. The reactants are: [CH:1]1([CH2:4][N:5]2[CH2:10][CH2:9][CH:8]([C:11]([N:13]3[CH2:17][CH:16]([NH:18][CH3:19])[CH:15]([C:20]4[CH:25]=[CH:24][C:23]([Cl:26])=[C:22]([Cl:27])[CH:21]=4)[CH2:14]3)=[O:12])[CH2:7][CH2:6]2)[CH2:3][CH2:2]1.[Cl:28][C:29]1[CH:34]=[CH:33][C:32]([CH2:35][C:36](Cl)=[O:37])=[CH:31][CH:30]=1. (5) Given the product [OH:58][C@:50]([C:52]1[CH:56]=[C:55]([CH3:57])[O:54][N:53]=1)([CH3:51])[C:49]#[C:48][C:2]1[CH:3]=[CH:4][C:5]2[O:11][CH2:10][CH2:9][N:8]3[C:12]([C:18]([NH:20][CH2:21][CH:22]4[CH2:25][O:24][CH2:23]4)=[O:19])=[C:13]([C:15]([NH2:17])=[O:16])[N:14]=[C:7]3[C:6]=2[CH:26]=1, predict the reactants needed to synthesize it. The reactants are: Br[C:2]1[CH:3]=[CH:4][C:5]2[O:11][CH2:10][CH2:9][N:8]3[C:12]([C:18]([NH:20][CH2:21][CH:22]4[CH2:25][O:24][CH2:23]4)=[O:19])=[C:13]([C:15]([NH2:17])=[O:16])[N:14]=[C:7]3[C:6]=2[CH:26]=1.C(NC(C1N2CCOC3C=CC([C:48]#[C:49][C@@:50]([OH:58])([C:52]4[CH:56]=[C:55]([CH3:57])[O:54][N:53]=4)[CH3:51])=CC=3C2=NC=1C(N)=O)=O)(C)(C)C.CNC1COC1.CC1ON=C([C@](O)(C#C)C)C=1. (6) Given the product [NH:43]1[C:44]2[CH:49]=[CH:48][CH:47]=[CH:46][C:45]=2[N:50]=[C:12]1[CH:11]([NH:10][C:8](=[O:9])[O:7][C:3]([CH3:6])([CH3:5])[CH3:4])[CH2:15][C:16]1[CH:21]=[CH:20][C:19]([C:22]([F:25])([F:24])[F:23])=[C:18]([F:26])[CH:17]=1, predict the reactants needed to synthesize it. The reactants are: N#N.[C:3]([O:7][C:8]([NH:10][CH:11]([CH2:15][C:16]1[CH:21]=[CH:20][C:19]([C:22]([F:25])([F:24])[F:23])=[C:18]([F:26])[CH:17]=1)[C:12](O)=O)=[O:9])([CH3:6])([CH3:5])[CH3:4].C(N1CCOCC1)C.CN(C(O[N:43]1N=[N:50][C:45]2[CH:46]=[CH:47][CH:48]=[CH:49][C:44]1=2)=[N+](C)C)C.[B-](F)(F)(F)F.C1(N)C(N)=CC=CC=1. (7) Given the product [CH3:32][C:33]1([CH3:65])[CH:42]=[C:41]([C:43]2[CH:44]=[CH:45][C:46]([CH3:49])=[CH:47][CH:48]=2)[C:40]2[C:35](=[CH:36][C:37]3[CH:53]=[CH:52][C:51]([C:54]4[CH:64]=[CH:63][C:57]([C:58]([OH:60])=[O:59])=[CH:56][CH:55]=4)=[CH:50][C:38]=3[CH:39]=2)[O:34]1, predict the reactants needed to synthesize it. The reactants are: CC1SC(C2C3C(=CC4C(C=3)=C(C3C=CC(C(O)=O)=CC=3)C=CC=4)C(C)(C)CC=2)=CC=1.[CH3:32][C:33]1([CH3:65])[CH:42]=[C:41]([C:43]2[CH:48]=[CH:47][C:46]([CH3:49])=[CH:45][CH:44]=2)[C:40]2[C:35](=[CH:36][C:37]3[CH:53]=[CH:52][C:51]([C:54]4[CH:64]=[CH:63][C:57]([C:58]([O:60]CC)=[O:59])=[CH:56][CH:55]=4)=[CH:50][C:38]=3[CH:39]=2)[O:34]1. (8) The reactants are: C([Si](C)(C)[O:6][C:7]1[C:12]([CH3:13])=[CH:11][C:10]([C:14]2([C:24]3[CH:29]=[C:28]([CH3:30])[C:27]([O:31][Si](C(C)(C)C)(C)C)=[C:26]([CH3:39])[CH:25]=3)[C:22]3[C:17](=[CH:18][CH:19]=[CH:20][CH:21]=3)[NH:16][C:15]2=[O:23])=[CH:9][C:8]=1[CH3:40])(C)(C)C.[CH:43]([C:46]1[CH:47]=[C:48](B(O)O)[CH:49]=[CH:50][CH:51]=1)([CH3:45])[CH3:44].C(N(CC)CC)C.[F-].C([N+](CCCC)(CCCC)CCCC)CCC.[Cl-].[NH4+]. Given the product [OH:31][C:27]1[C:26]([CH3:39])=[CH:25][C:24]([C:14]2([C:10]3[CH:9]=[C:8]([CH3:40])[C:7]([OH:6])=[C:12]([CH3:13])[CH:11]=3)[C:22]3[C:17](=[CH:18][CH:19]=[CH:20][CH:21]=3)[N:16]([C:50]3[CH:49]=[CH:48][CH:47]=[C:46]([CH:43]([CH3:45])[CH3:44])[CH:51]=3)[C:15]2=[O:23])=[CH:29][C:28]=1[CH3:30], predict the reactants needed to synthesize it.